Dataset: Reaction yield outcomes from USPTO patents with 853,638 reactions. Task: Predict the reaction yield, written as a fraction of the theoretical maximum amount of product (1.0 means a 100% yield; for example, 0.34 means a 34% yield). (1) The reactants are C(=O)([O-])[O-].[K+].[K+].[CH3:7][N:8]=[C:9]=[O:10].[CH2:11]([C:13]1[NH:17][N:16]=[C:15]([O:18][C:19]2[CH:24]=[CH:23][C:22]([C:25]([F:28])([F:27])[F:26])=[CH:21][C:20]=2[N+:29]([O-:31])=[O:30])[CH:14]=1)[CH3:12].Cl. The catalyst is C(OCC)(=O)C. The product is [CH3:7][NH:8][C:9]([N:17]1[C:13]([CH2:11][CH3:12])=[CH:14][C:15]([O:18][C:19]2[CH:24]=[CH:23][C:22]([C:25]([F:28])([F:27])[F:26])=[CH:21][C:20]=2[N+:29]([O-:31])=[O:30])=[N:16]1)=[O:10]. The yield is 0.380. (2) The reactants are C(N(CC)CC)C.Cl.[NH2:9][CH2:10][C:11]1[CH:19]=[CH:18][CH:17]=[C:16]2[C:12]=1[C:13](=[O:29])[N:14]([CH:21]1[CH2:26][CH2:25][C:24](=[O:27])[NH:23][C:22]1=[O:28])[C:15]2=[O:20].[Cl:30][CH2:31][C:32](Cl)=[O:33]. The catalyst is C1COCC1. The product is [Cl:30][CH2:31][C:32]([NH:9][CH2:10][C:11]1[CH:19]=[CH:18][CH:17]=[C:16]2[C:12]=1[C:13](=[O:29])[N:14]([CH:21]1[CH2:26][CH2:25][C:24](=[O:27])[NH:23][C:22]1=[O:28])[C:15]2=[O:20])=[O:33]. The yield is 0.840.